This data is from Forward reaction prediction with 1.9M reactions from USPTO patents (1976-2016). The task is: Predict the product of the given reaction. (1) Given the reactants [CH:1]([NH2:4])([CH3:3])[CH3:2].[Cl:5][CH2:6][CH2:7][N:8]=[C:9]=[O:10], predict the reaction product. The product is: [Cl:5][CH2:6][CH2:7][NH:8][C:9]([NH:4][CH:1]([CH3:3])[CH3:2])=[O:10]. (2) The product is: [NH:25]1[CH2:26][CH2:27][CH2:28][C@@H:24]1[CH2:23][NH2:20].[F:1][C:2]1[CH:7]=[C:6]([F:8])[CH:5]=[CH:4][C:3]=1[CH2:9][NH:10][C:11]([C:13]1[C:14](=[O:38])[C:15]([O:30][CH2:31][C:32]2[CH:33]=[CH:34][CH:35]=[CH:36][CH:37]=2)=[C:16]2[C:21](=[O:22])[N:20]3[CH2:23][C@H:24]4[CH2:28][CH2:27][CH2:26][N:25]4[C@@H:19]3[CH2:18][N:17]2[CH:29]=1)=[O:12]. Given the reactants [F:1][C:2]1[CH:7]=[C:6]([F:8])[CH:5]=[CH:4][C:3]=1[CH2:9][NH:10][C:11]([C:13]1[C:14](=[O:38])[C:15]([O:30][CH2:31][C:32]2[CH:37]=[CH:36][CH:35]=[CH:34][CH:33]=2)=[C:16]2[C:21](=[O:22])[N:20]3[CH2:23][C@H:24]4[CH2:28][CH2:27][CH2:26][N:25]4[C@@H:19]3[CH2:18][N:17]2[CH:29]=1)=[O:12], predict the reaction product. (3) Given the reactants [CH2:1]([O:3][C:4](=[O:30])[CH2:5][O:6][C:7]1[CH:12]=[CH:11][C:10]([S:13][C:14]2[CH:19]=[C:18]([C:20]#[C:21][C:22]3[CH:27]=[CH:26][CH:25]=[CH:24][CH:23]=3)[CH:17]=[C:16]([OH:28])[CH:15]=2)=[CH:9][C:8]=1[CH3:29])[CH3:2].[N:31]1([CH2:37][CH2:38][CH2:39]O)[CH2:36][CH2:35][O:34][CH2:33][CH2:32]1.C(P(CCCC)CCCC)CCC.N(C(N1CCCCC1)=O)=NC(N1CCCCC1)=O, predict the reaction product. The product is: [CH2:1]([O:3][C:4](=[O:30])[CH2:5][O:6][C:7]1[CH:12]=[CH:11][C:10]([S:13][C:14]2[CH:19]=[C:18]([C:20]#[C:21][C:22]3[CH:27]=[CH:26][CH:25]=[CH:24][CH:23]=3)[CH:17]=[C:16]([O:28][CH2:39][CH2:38][CH2:37][N:31]3[CH2:36][CH2:35][O:34][CH2:33][CH2:32]3)[CH:15]=2)=[CH:9][C:8]=1[CH3:29])[CH3:2]. (4) The product is: [OH:23][CH2:22][C:14]1[CH:13]=[C:12]([CH:21]=[CH:20][C:15]=1[CH2:16][OH:17])[O:11][CH2:10][CH2:9][NH:8][C:6](=[O:7])[O:5][C:1]([CH3:4])([CH3:3])[CH3:2]. Given the reactants [C:1]([O:5][C:6]([NH:8][CH2:9][CH2:10][O:11][C:12]1[CH:13]=[C:14]([C:22](OC)=[O:23])[C:15](=[CH:20][CH:21]=1)[C:16](OC)=[O:17])=[O:7])([CH3:4])([CH3:3])[CH3:2].[H-].[Al+3].[Li+].[H-].[H-].[H-], predict the reaction product. (5) Given the reactants [F:1][C:2]([F:14])([F:13])[O:3][C:4]1[CH:9]=[CH:8][C:7]([N:10]=[C:11]=[O:12])=[CH:6][CH:5]=1.C(OC1C=CC([NH:26][CH2:27][C:28]2[CH:41]=[CH:40][C:31]([C:32]([NH:34][CH2:35][CH2:36][C:37]([OH:39])=[O:38])=[O:33])=[CH:30][CH:29]=2)=CC=1)CCC.Cl[CH:43](Cl)[CH3:44], predict the reaction product. The product is: [CH2:32]([O:33][C:43]1[CH:44]=[CH:40][C:41]([CH:27]([NH:26][C:11]([NH:10][C:7]2[CH:6]=[CH:5][C:4]([O:3][C:2]([F:13])([F:14])[F:1])=[CH:9][CH:8]=2)=[O:12])[C:28]2[CH:29]=[CH:30][C:31]([C:32]([NH:34][CH2:35][CH2:36][C:37]([OH:39])=[O:38])=[O:33])=[CH:40][CH:41]=2)=[CH:28][CH:27]=1)[CH2:31][CH2:30][CH3:29]. (6) Given the reactants [Br:1][C:2]1[C:7]2[CH2:8][C@@H:9]([CH3:11])[O:10][C:6]=2[C:5]([NH2:12])=[CH:4][C:3]=1[CH3:13].C[C@H]1CC2C=C(C)C=C(N)C=2O1, predict the reaction product. The product is: [Br:1][C:2]1[C:7]2[CH2:8][C@H:9]([CH3:11])[O:10][C:6]=2[C:5]([NH2:12])=[CH:4][C:3]=1[CH3:13].